From a dataset of Forward reaction prediction with 1.9M reactions from USPTO patents (1976-2016). Predict the product of the given reaction. (1) Given the reactants [Cl:1][C:2]1[N:7]=[C:6]2[C:8]([CH3:28])=[C:9]([CH:11]([NH:18][C:19]3[CH:27]=[CH:26][C:22]([C:23](O)=[O:24])=[CH:21][CH:20]=3)[CH:12]3[CH2:17][CH2:16][CH2:15][CH2:14][CH2:13]3)[O:10][C:5]2=[CH:4][CH:3]=1.Cl.[CH2:30]([O:32][C:33](=[O:37])[CH2:34][CH2:35][NH2:36])[CH3:31].O.ON1C2C=CC=CC=2N=N1.Cl.C(N=C=NCCCN(C)C)C.[Cl-].[NH4+], predict the reaction product. The product is: [Cl:1][C:2]1[N:7]=[C:6]2[C:8]([CH3:28])=[C:9]([CH:11]([NH:18][C:19]3[CH:20]=[CH:21][C:22]([C:23]([NH:36][CH2:35][CH2:34][C:33]([O:32][CH2:30][CH3:31])=[O:37])=[O:24])=[CH:26][CH:27]=3)[CH:12]3[CH2:17][CH2:16][CH2:15][CH2:14][CH2:13]3)[O:10][C:5]2=[CH:4][CH:3]=1. (2) Given the reactants [NH:1]1[C:9]2[C:4](=[CH:5][CH:6]=[CH:7][CH:8]=2)[CH:3]=[N:2]1.[NH2:10]N.C1COCC1.O1CCOCC1, predict the reaction product. The product is: [NH2:10][C:3]1[C:4]2[C:9](=[CH:8][CH:7]=[CH:6][CH:5]=2)[NH:1][N:2]=1.